From a dataset of Peptide-MHC class I binding affinity with 185,985 pairs from IEDB/IMGT. Regression. Given a peptide amino acid sequence and an MHC pseudo amino acid sequence, predict their binding affinity value. This is MHC class I binding data. (1) The MHC is HLA-A02:02 with pseudo-sequence HLA-A02:02. The binding affinity (normalized) is 0. The peptide sequence is SPRTLNAWV. (2) The peptide sequence is LTILDDNLY. The MHC is HLA-A03:01 with pseudo-sequence HLA-A03:01. The binding affinity (normalized) is 0.138. (3) The peptide sequence is MMETQTST. The MHC is Mamu-A11 with pseudo-sequence Mamu-A11. The binding affinity (normalized) is 0. (4) The peptide sequence is RLFFIDWEY. The MHC is HLA-B27:05 with pseudo-sequence HLA-B27:05. The binding affinity (normalized) is 0.0847. (5) The peptide sequence is RMMGKNIFY. The MHC is BoLA-T2a with pseudo-sequence BoLA-T2a. The binding affinity (normalized) is 0.285. (6) The peptide sequence is SALNHTKKW. The MHC is HLA-A26:01 with pseudo-sequence HLA-A26:01. The binding affinity (normalized) is 0.0847.